This data is from Full USPTO retrosynthesis dataset with 1.9M reactions from patents (1976-2016). The task is: Predict the reactants needed to synthesize the given product. (1) Given the product [CH:41]([N:44]([CH3:55])[C:45]1[S:46][C:47]2[CH:53]=[C:52]([NH:54][C:12]([C:11]3[CH:10]=[CH:9][C:8]([C:5]4[CH:4]=[CH:3][C:2]([F:1])=[CH:7][CH:6]=4)=[CH:16][CH:15]=3)=[O:14])[CH:51]=[CH:50][C:48]=2[N:49]=1)([CH3:43])[CH3:42], predict the reactants needed to synthesize it. The reactants are: [F:1][C:2]1[CH:7]=[CH:6][C:5]([C:8]2[CH:16]=[CH:15][C:11]([C:12]([OH:14])=O)=[CH:10][CH:9]=2)=[CH:4][CH:3]=1.CN(C(ON1N=NC2C=CC=NC1=2)=[N+](C)C)C.F[P-](F)(F)(F)(F)F.[CH:41]([N:44]([CH3:55])[C:45]1[S:46][C:47]2[CH:53]=[C:52]([NH2:54])[CH:51]=[CH:50][C:48]=2[N:49]=1)([CH3:43])[CH3:42].CCN(C(C)C)C(C)C. (2) The reactants are: C(OC([NH:11][C@@H:12]([C:24]([NH:26][CH2:27][CH2:28][CH2:29][C@@H:30]([C:39]([NH:41][CH2:42][CH2:43][NH:44][C:45]([O:47][C:48]([CH3:51])([CH3:50])[CH3:49])=[O:46])=[O:40])[NH:31][C:32]([O:34][C:35]([CH3:38])([CH3:37])[CH3:36])=[O:33])=[O:25])[CH2:13][CH2:14][CH2:15][NH:16][C:17]([O:19][C:20]([CH3:23])([CH3:22])[CH3:21])=[O:18])=O)C1C=CC=CC=1. Given the product [C:20]([O:19][C:17]([NH:16][CH2:15][CH2:14][CH2:13][C@H:12]([C:24]([NH:26][CH2:27][CH2:28][CH2:29][C@@H:30]([C:39]([NH:41][CH2:42][CH2:43][NH:44][C:45]([O:47][C:48]([CH3:51])([CH3:50])[CH3:49])=[O:46])=[O:40])[NH:31][C:32]([O:34][C:35]([CH3:38])([CH3:37])[CH3:36])=[O:33])=[O:25])[NH2:11])=[O:18])([CH3:21])([CH3:22])[CH3:23], predict the reactants needed to synthesize it. (3) Given the product [CH2:3]([N:5]1[C:11]2[N:12]=[CH:13][C:14]([CH2:16][CH2:17][OH:1])=[CH:15][C:10]=2[C:9](=[O:19])[N:8]([CH3:20])[C:7]2[CH:21]=[CH:22][CH:23]=[N:24][C:6]1=2)[CH3:4], predict the reactants needed to synthesize it. The reactants are: [O:1]=O.[CH2:3]([N:5]1[C:11]2[N:12]=[CH:13][C:14]([CH2:16][CH:17]=C)=[CH:15][C:10]=2[C:9](=[O:19])[N:8]([CH3:20])[C:7]2[CH:21]=[CH:22][CH:23]=[N:24][C:6]1=2)[CH3:4].[BH4-].[Na+].[NH4+].[Cl-].